From a dataset of Forward reaction prediction with 1.9M reactions from USPTO patents (1976-2016). Predict the product of the given reaction. (1) Given the reactants [Br:1][C:2]1[C:3](=[O:9])[NH:4][C:5](=[O:8])[NH:6][N:7]=1.C1(P(C2C=CC=CC=2)C2C=CC=CC=2)C=CC=CC=1.[F:29][C:30]1([F:41])[O:34][C:33]2[CH:35]=[CH:36][C:37]([CH2:39]O)=[CH:38][C:32]=2[O:31]1.N(C(OC(C)(C)C)=O)=NC(OC(C)(C)C)=O, predict the reaction product. The product is: [Br:1][C:2]1[C:3](=[O:9])[N:4]([CH2:39][C:37]2[CH:36]=[CH:35][C:33]3[O:34][C:30]([F:41])([F:29])[O:31][C:32]=3[CH:38]=2)[C:5](=[O:8])[NH:6][N:7]=1. (2) Given the reactants [Cl:1][C:2]1[C:16]([CH3:17])=[CH:15][C:5]2[NH:6][C:7]([CH:9]([OH:14])[C:10]([F:13])([F:12])[F:11])=[N:8][C:4]=2[CH:3]=1.CC1(C)N([O-])C(C)(C)CC(OC)C1.[Br-].[K+].Cl[O-].[Na+], predict the reaction product. The product is: [Cl:1][C:2]1[C:16]([CH3:17])=[CH:15][C:5]2[NH:6][C:7]([C:9](=[O:14])[C:10]([F:12])([F:11])[F:13])=[N:8][C:4]=2[CH:3]=1. (3) Given the reactants COC[O:4][C:5]1[C:13]2[CH:12]=[C:11]([C:14]([OH:16])=O)[S:10][C:9]=2[CH:8]=[CH:7][CH:6]=1.Cl.[CH3:18][NH:19][O:20][CH3:21].P(C#N)(OCC)(OCC)=O, predict the reaction product. The product is: [OH:4][C:5]1[C:13]2[CH:12]=[C:11]([C:14]([N:19]([O:20][CH3:21])[CH3:18])=[O:16])[S:10][C:9]=2[CH:8]=[CH:7][CH:6]=1. (4) The product is: [CH3:17][N:11]([CH2:12][C:13]([O:15][CH3:16])=[O:14])[S:8]([C:5]1[CH:6]=[CH:7][C:2]([CH3:1])=[CH:3][CH:4]=1)(=[O:10])=[O:9]. Given the reactants [CH3:1][C:2]1[CH:7]=[CH:6][C:5]([S:8]([NH:11][CH2:12][C:13]([O:15][CH3:16])=[O:14])(=[O:10])=[O:9])=[CH:4][CH:3]=1.[C:17]([O-])([O-])=O.[Cs+].[Cs+].CI, predict the reaction product. (5) Given the reactants [F:1][C:2]1[CH:11]2[CH:6]([CH2:7][CH2:8][C:9](=[O:12])[NH:10]2)[CH:5]=[CH:4][CH:3]=1.C1C(=O)N([Br:20])C(=O)C1, predict the reaction product. The product is: [Br:20][C:4]1[CH:3]=[C:2]([F:1])[CH:11]2[CH:6]([CH2:7][CH2:8][C:9](=[O:12])[NH:10]2)[CH:5]=1. (6) Given the reactants [CH2:1]([O:8][C:9]([N:11]1[CH2:16][CH2:15][CH:14]([C:17]2[NH:18][C:19]([C:31]3[CH:36]=[CH:35][CH:34]=[C:33](Br)[N:32]=3)=[C:20]([C:22]3[CH:30]=[CH:29][C:25]4[O:26][CH2:27][O:28][C:24]=4[CH:23]=3)[N:21]=2)[CH2:13][CH2:12]1)=[O:10])[C:2]1[CH:7]=[CH:6][CH:5]=[CH:4][CH:3]=1.Br[CH:39]1NC(C=O)CC[CH2:40]1.C[Si](C#C)(C)C.[F-].C([N+](CCCC)(CCCC)CCCC)CCC, predict the reaction product. The product is: [CH2:1]([O:8][C:9]([N:11]1[CH2:16][CH2:15][CH:14]([C:17]2[NH:18][C:19]([C:31]3[CH:36]=[CH:35][CH:34]=[C:33]([CH2:39][CH3:40])[N:32]=3)=[C:20]([C:22]3[CH:30]=[CH:29][C:25]4[O:26][CH2:27][O:28][C:24]=4[CH:23]=3)[N:21]=2)[CH2:13][CH2:12]1)=[O:10])[C:2]1[CH:7]=[CH:6][CH:5]=[CH:4][CH:3]=1. (7) Given the reactants [F:1][C:2]1[CH:12]=[CH:11][C:10]2=[C:13]3[C:3]=1[O:4][CH2:5][CH2:6][N:7]3[C:8]([CH:14]([NH:16][C:17]1[N:25]=[CH:24][N:23]=[C:22]3[C:18]=1[N:19]=[CH:20][N:21]3C1CCCCO1)[CH3:15])=[N:9]2, predict the reaction product. The product is: [F:1][C:2]1[CH:12]=[CH:11][C:10]2=[C:13]3[C:3]=1[O:4][CH2:5][CH2:6][N:7]3[C:8]([CH:14]([NH:16][C:17]1[N:25]=[CH:24][N:23]=[C:22]3[C:18]=1[N:19]=[CH:20][NH:21]3)[CH3:15])=[N:9]2. (8) Given the reactants O[C:2]1[CH:7]=[CH:6][CH:5]=[CH:4][C:3]=1[C:8](=[O:10])[CH3:9].[CH2:11](Br)[C:12]1[CH:17]=[CH:16][CH:15]=[CH:14][CH:13]=1.C([O-])([O-])=[O:20].[K+].[K+], predict the reaction product. The product is: [CH2:11]([O:20][CH2:9][C:8]([C:3]1[CH:4]=[CH:5][CH:6]=[CH:7][CH:2]=1)=[O:10])[C:12]1[CH:17]=[CH:16][CH:15]=[CH:14][CH:13]=1. (9) The product is: [C:35]([O:34][C:33]([NH:32][C@H:27]1[CH2:28][CH2:29][CH2:30][CH2:31][C@H:26]1[NH:25][C:2]1[CH:11]=[C:10]([C:12]#[N:13])[C:5]([C:6]([O:8][CH3:9])=[O:7])=[C:4]([NH:14][C:15]2[CH:20]=[CH:19][CH:18]=[C:17]([S:21]([CH3:24])(=[O:23])=[O:22])[CH:16]=2)[N:3]=1)=[O:39])([CH3:38])([CH3:36])[CH3:37]. Given the reactants Cl[C:2]1[CH:11]=[C:10]([C:12]#[N:13])[C:5]([C:6]([O:8][CH3:9])=[O:7])=[C:4]([NH:14][C:15]2[CH:20]=[CH:19][CH:18]=[C:17]([S:21]([CH3:24])(=[O:23])=[O:22])[CH:16]=2)[N:3]=1.[NH2:25][C@@H:26]1[CH2:31][CH2:30][CH2:29][CH2:28][C@@H:27]1[NH:32][C:33](=[O:39])[O:34][C:35]([CH3:38])([CH3:37])[CH3:36].CCN(CC)CC.C([O-])(O)=O.[Na+], predict the reaction product.